From a dataset of Full USPTO retrosynthesis dataset with 1.9M reactions from patents (1976-2016). Predict the reactants needed to synthesize the given product. (1) The reactants are: [CH3:1][O:2][C:3]([C:5]1[N:6]=[CH:7][NH:8][CH:9]=1)=[O:4].C(N(CC)CC)C.[C:17]1([C:23](Cl)([C:30]2[CH:35]=[CH:34][CH:33]=[CH:32][CH:31]=2)[C:24]2[CH:29]=[CH:28][CH:27]=[CH:26][CH:25]=2)[CH:22]=[CH:21][CH:20]=[CH:19][CH:18]=1. Given the product [CH3:1][O:2][C:3]([C:5]1[N:6]=[CH:7][N:8]([C:23]([C:17]2[CH:22]=[CH:21][CH:20]=[CH:19][CH:18]=2)([C:30]2[CH:31]=[CH:32][CH:33]=[CH:34][CH:35]=2)[C:24]2[CH:25]=[CH:26][CH:27]=[CH:28][CH:29]=2)[CH:9]=1)=[O:4], predict the reactants needed to synthesize it. (2) Given the product [C:1]([O:5][C:6]([NH:8][CH2:9][C:10]1[CH:11]=[C:12]([CH:16]2[CH2:21][CH2:20][N:19]([C:22]([C:24]3[CH:25]=[C:26]([CH:34]=[CH:35][CH:36]=3)[O:27][CH2:28][C:29]([OH:31])=[O:30])=[O:23])[CH2:18][CH2:17]2)[CH:13]=[CH:14][CH:15]=1)=[O:7])([CH3:4])([CH3:2])[CH3:3], predict the reactants needed to synthesize it. The reactants are: [C:1]([O:5][C:6]([NH:8][CH2:9][C:10]1[CH:11]=[C:12]([CH:16]2[CH2:21][CH2:20][N:19]([C:22]([C:24]3[CH:25]=[C:26]([CH:34]=[CH:35][CH:36]=3)[O:27][CH2:28][C:29]([O:31]CC)=[O:30])=[O:23])[CH2:18][CH2:17]2)[CH:13]=[CH:14][CH:15]=1)=[O:7])([CH3:4])([CH3:3])[CH3:2].O.[OH-].[Na+].C(OCC)(=O)C. (3) The reactants are: [CH:1]1([NH:7][C:8]2[CH:17]=[C:16]3[C:11]([C:12](=[O:38])[C:13]([C:23]([NH:25][C@H:26]([CH2:31][C:32]4[CH:33]=[N:34][CH:35]=[CH:36][CH:37]=4)[C:27]([O:29][CH3:30])=[O:28])=[O:24])=[CH:14][N:15]3[CH:18]([CH2:21][CH3:22])[CH2:19][CH3:20])=[CH:10][C:9]=2[F:39])[CH2:6][CH2:5][CH2:4][CH2:3][CH2:2]1.[ClH:40].CCOC(C)=O. Given the product [ClH:40].[CH:1]1([NH:7][C:8]2[CH:17]=[C:16]3[C:11]([C:12](=[O:38])[C:13]([C:23]([NH:25][C@H:26]([CH2:31][C:32]4[CH:33]=[N:34][CH:35]=[CH:36][CH:37]=4)[C:27]([O:29][CH3:30])=[O:28])=[O:24])=[CH:14][N:15]3[CH:18]([CH2:19][CH3:20])[CH2:21][CH3:22])=[CH:10][C:9]=2[F:39])[CH2:6][CH2:5][CH2:4][CH2:3][CH2:2]1, predict the reactants needed to synthesize it. (4) Given the product [C:1]([O:5][C:6](=[O:19])[NH:7][CH2:8][CH2:9][N:10]1[CH:14]=[C:13]([I:16])[N:12]=[C:11]1[CH2:17][CH3:18])([CH3:4])([CH3:3])[CH3:2], predict the reactants needed to synthesize it. The reactants are: [C:1]([O:5][C:6](=[O:19])[NH:7][CH2:8][CH2:9][N:10]1[C:14](I)=[C:13]([I:16])[N:12]=[C:11]1[CH2:17][CH3:18])([CH3:4])([CH3:3])[CH3:2].CC[Mg+].[Br-].CCOCC.O.